From a dataset of Forward reaction prediction with 1.9M reactions from USPTO patents (1976-2016). Predict the product of the given reaction. (1) Given the reactants [CH2:1]([OH:5])[CH2:2][C:3]#[CH:4].[C:6]1([CH3:16])[CH:11]=[CH:10][C:9]([S:12](Cl)(=[O:14])=[O:13])=[CH:8][CH:7]=1.C(N(CC)CC)C, predict the reaction product. The product is: [CH2:1]([O:5][S:12]([C:9]1[CH:10]=[CH:11][C:6]([CH3:16])=[CH:7][CH:8]=1)(=[O:14])=[O:13])[CH2:2][C:3]#[CH:4]. (2) The product is: [CH3:1][O:2][C:3]([C:5]1[C:6]([NH2:14])=[C:7]([I:15])[CH:8]=[C:9]2[C:13]=1[NH:12][N:11]=[CH:10]2)=[O:4]. Given the reactants [CH3:1][O:2][C:3]([C:5]1[C:6]([NH2:14])=[CH:7][CH:8]=[C:9]2[C:13]=1[NH:12][N:11]=[CH:10]2)=[O:4].[I:15]N1C(=O)CCC1=O, predict the reaction product. (3) Given the reactants [CH3:1][O:2][C:3]1[CH:4]=[C:5]([CH:37]=[C:38]([O:42][CH3:43])[C:39]=1[O:40][CH3:41])[C:6]([N:8]1[CH2:12][CH2:11][C:10]([CH2:19][CH2:20][N:21]2[CH2:27][CH2:26][CH2:25][N:24]([C:28]3[NH:32][C:31]4[CH:33]=[CH:34][CH:35]=[CH:36][C:30]=4[N:29]=3)[CH2:23][CH2:22]2)([C:13]2[CH:18]=[CH:17][CH:16]=[CH:15][CH:14]=2)[CH2:9]1)=[O:7].CN(C)C=O.[H-].[Na+].Br[CH2:52][CH2:53][CH2:54][CH2:55][C:56]#[N:57], predict the reaction product. The product is: [CH3:43][O:42][C:38]1[CH:37]=[C:5]([CH:4]=[C:3]([O:2][CH3:1])[C:39]=1[O:40][CH3:41])[C:6]([N:8]1[CH2:12][CH2:11][C:10]([CH2:19][CH2:20][N:21]2[CH2:27][CH2:26][CH2:25][N:24]([C:28]3[N:29]([CH2:52][CH2:53][CH2:54][CH2:55][C:56]#[N:57])[C:30]4[CH:36]=[CH:35][CH:34]=[CH:33][C:31]=4[N:32]=3)[CH2:23][CH2:22]2)([C:13]2[CH:14]=[CH:15][CH:16]=[CH:17][CH:18]=2)[CH2:9]1)=[O:7]. (4) Given the reactants FC(F)(F)C(O)=O.C(OC(=O)[NH:14][C:15]1[CH:27]=[CH:26][C:25]2[C:24]3[C:19](=[CH:20][C:21]([N:28]([CH2:32][CH2:33][CH3:34])[CH2:29][CH2:30][CH3:31])=[CH:22][CH:23]=3)[CH2:18][C:17]=2[CH:16]=1)(C)(C)C, predict the reaction product. The product is: [CH2:32]([N:28]([CH2:29][CH2:30][CH3:31])[C:21]1[CH:22]=[CH:23][C:24]2[C:25]3[C:17](=[CH:16][C:15]([NH2:14])=[CH:27][CH:26]=3)[CH2:18][C:19]=2[CH:20]=1)[CH2:33][CH3:34]. (5) Given the reactants [CH2:1]([N:8]1[C:16]2[C:11](=[CH:12][CH:13]=[CH:14][CH:15]=2)[C:10]([C:17]2[O:18][C:19]([C:22]3[CH:23]=[C:24]4[C:29](=[CH:30][CH:31]=3)[CH:28]=[C:27]([O:32][CH:33]([CH2:38][C:39]3[CH:44]=[CH:43][CH:42]=[CH:41][CH:40]=3)[C:34]([O:36]C)=[O:35])[CH:26]=[CH:25]4)=[CH:20][N:21]=2)=[CH:9]1)[C:2]1[CH:7]=[CH:6][CH:5]=[CH:4][CH:3]=1.[OH-].[Na+].Cl, predict the reaction product. The product is: [CH2:1]([N:8]1[C:16]2[C:11](=[CH:12][CH:13]=[CH:14][CH:15]=2)[C:10]([C:17]2[O:18][C:19]([C:22]3[CH:23]=[C:24]4[C:29](=[CH:30][CH:31]=3)[CH:28]=[C:27]([O:32][CH:33]([CH2:38][C:39]3[CH:44]=[CH:43][CH:42]=[CH:41][CH:40]=3)[C:34]([OH:36])=[O:35])[CH:26]=[CH:25]4)=[CH:20][N:21]=2)=[CH:9]1)[C:2]1[CH:3]=[CH:4][CH:5]=[CH:6][CH:7]=1.